This data is from Catalyst prediction with 721,799 reactions and 888 catalyst types from USPTO. The task is: Predict which catalyst facilitates the given reaction. (1) Reactant: [C:1](C1NC=CN=1)(C1NC=CN=1)=[S:2].[F:13][C:14]1[CH:15]=[C:16]([NH2:27])[CH:17]=[CH:18][C:19]=1[N:20]1[CH2:25][CH2:24][N:23]([CH3:26])[CH2:22][CH2:21]1. Product: [F:13][C:14]1[CH:15]=[C:16]([N:27]=[C:1]=[S:2])[CH:17]=[CH:18][C:19]=1[N:20]1[CH2:21][CH2:22][N:23]([CH3:26])[CH2:24][CH2:25]1. The catalyst class is: 9. (2) Reactant: [O:1]=[C:2]1[C:10]2[C:5](=[CH:6][CH:7]=[CH:8][CH:9]=2)[C:4](=[O:11])[N:3]1[CH2:12][CH2:13][O:14][CH2:15][CH2:16][O:17][CH2:18][CH2:19][O:20][CH2:21][CH2:22][C:23]([OH:25])=O.C(Cl)(=O)C([Cl:29])=O. Product: [O:1]=[C:2]1[C:10]2[C:5](=[CH:6][CH:7]=[CH:8][CH:9]=2)[C:4](=[O:11])[N:3]1[CH2:12][CH2:13][O:14][CH2:15][CH2:16][O:17][CH2:18][CH2:19][O:20][CH2:21][CH2:22][C:23]([Cl:29])=[O:25]. The catalyst class is: 59. (3) Reactant: [OH-].[Li+].C([O:5][C:6]([CH:8]1[CH2:13][CH2:12][CH:11]([O:14][C:15]2[CH:20]=[CH:19][C:18]([NH:21][C:22]([C:24]3[O:25][C:26]([NH:29][C:30]4[CH:35]=[C:34]([F:36])[C:33]([F:37])=[CH:32][C:31]=4[F:38])=[N:27][N:28]=3)=[O:23])=[C:17]([F:39])[CH:16]=2)[CH2:10][CH2:9]1)=[O:7])C.C1COCC1.CO. Product: [F:39][C:17]1[CH:16]=[C:15]([CH:20]=[CH:19][C:18]=1[NH:21][C:22]([C:24]1[O:25][C:26]([NH:29][C:30]2[CH:35]=[C:34]([F:36])[C:33]([F:37])=[CH:32][C:31]=2[F:38])=[N:27][N:28]=1)=[O:23])[O:14][C@@H:11]1[CH2:10][CH2:9][C@H:8]([C:6]([OH:7])=[O:5])[CH2:13][CH2:12]1. The catalyst class is: 6. (4) Product: [O:17]1[C:16]2[CH:15]=[CH:14][CH:13]=[C:12]([CH:8]([N:26]3[CH2:27][CH2:28][N:23]([CH3:22])[CH2:24][CH2:25]3)[C:9]([OH:11])=[O:10])[C:21]=2[O:20][CH2:19][CH2:18]1. Reactant: C([O-])([O-])=O.[K+].[K+].Br[CH:8]([C:12]1[C:21]2[O:20][CH2:19][CH2:18][O:17][C:16]=2[CH:15]=[CH:14][CH:13]=1)[C:9]([OH:11])=[O:10].[CH3:22][N:23]1[CH2:28][CH2:27][NH:26][CH2:25][CH2:24]1. The catalyst class is: 1. (5) Reactant: Cl.[NH2:2][OH:3].[CH:4]1([C:9](=O)[CH2:10][C:11]#[N:12])[CH2:8][CH2:7][CH2:6][CH2:5]1.[OH-].[Na+]. Product: [CH:4]1([C:9]2[CH:10]=[C:11]([NH2:12])[O:3][N:2]=2)[CH2:8][CH2:7][CH2:6][CH2:5]1. The catalyst class is: 6. (6) Reactant: CS(CSC)=O.[CH2:7]([O:14][CH:15]1[CH2:18][C:17](=[O:19])[CH2:16]1)[C:8]1[CH:13]=[CH:12][CH:11]=[CH:10][CH:9]=1.C([Li])CCC.BrCC(OCC1C=CC=CC=1)CBr.O. Product: [CH2:7]([O:14][CH:15]1[CH2:18][C:17](=[O:19])[CH2:16]1)[C:8]1[CH:13]=[CH:12][CH:11]=[CH:10][CH:9]=1. The catalyst class is: 1. (7) Reactant: [CH2:1]1[C:10]2[C:5](=[CH:6][CH:7]=[CH:8][CH:9]=2)[CH2:4][CH2:3][N:2]1[CH2:11][CH:12]([OH:23])[CH2:13][O:14][C:15]1[CH:16]=[C:17]([CH:20]=[CH:21][CH:22]=1)[CH:18]=O.[NH:24]1[CH:28]=[CH:27][C:26]([NH2:29])=[N:25]1.[BH-](OC(C)=O)(OC(C)=O)OC(C)=O.[Na+]. Product: [NH:24]1[CH:28]=[CH:27][C:26]([NH:29][CH2:18][C:17]2[CH:16]=[C:15]([CH:22]=[CH:21][CH:20]=2)[O:14][CH2:13][CH:12]([OH:23])[CH2:11][N:2]2[CH2:3][CH2:4][C:5]3[C:10](=[CH:9][CH:8]=[CH:7][CH:6]=3)[CH2:1]2)=[N:25]1. The catalyst class is: 2. (8) Reactant: [NH2:1][C:2]1[CH:10]=[C:9]2[C:5]([CH:6]=[CH:7][N:8]2[CH2:11][C:12]([O:14][C:15]([CH3:18])([CH3:17])[CH3:16])=[O:13])=[CH:4][CH:3]=1.[CH:19]([C:21]1[N:22]([C:27]([O:29][C:30]([CH3:33])([CH3:32])[CH3:31])=[O:28])[C:23]([CH3:26])=[CH:24][CH:25]=1)=O.[BH-](OC(C)=O)(OC(C)=O)OC(C)=O.[Na+]. Product: [C:15]([O:14][C:12](=[O:13])[CH2:11][N:8]1[C:9]2[C:5](=[CH:4][CH:3]=[C:2]([NH:1][CH2:26][C:23]3[N:22]([C:27]([O:29][C:30]([CH3:33])([CH3:32])[CH3:31])=[O:28])[C:21]([CH3:19])=[CH:25][CH:24]=3)[CH:10]=2)[CH:6]=[CH:7]1)([CH3:18])([CH3:17])[CH3:16]. The catalyst class is: 2. (9) Reactant: Br[C:2]1[CH:7]=[CH:6][C:5]([C:8]2[N:9]([C:28]3[CH:33]=[CH:32][C:31]([Cl:34])=[CH:30][CH:29]=3)[C:10](=[O:27])[C:11]3[C:16]([S:17]([CH3:20])(=[O:19])=[O:18])=[N:15][N:14]([C:21]4[CH:26]=[CH:25][CH:24]=[CH:23][CH:22]=4)[C:12]=3[N:13]=2)=[CH:4][CH:3]=1.[B:44]1([B:44]2[O:48][C:47]([CH3:50])([CH3:49])[C:46]([CH3:52])([CH3:51])[O:45]2)[O:48][C:47]([CH3:50])([CH3:49])[C:46]([CH3:52])([CH3:51])[O:45]1.CC([O-])=O.[K+]. Product: [Cl:34][C:31]1[CH:30]=[CH:29][C:28]([N:9]2[C:10](=[O:27])[C:11]3[C:16]([S:17]([CH3:20])(=[O:18])=[O:19])=[N:15][N:14]([C:21]4[CH:26]=[CH:25][CH:24]=[CH:23][CH:22]=4)[C:12]=3[N:13]=[C:8]2[C:5]2[CH:4]=[CH:3][C:2]([B:44]3[O:45][C:46]([CH3:51])([CH3:52])[C:47]([CH3:49])([CH3:50])[O:48]3)=[CH:7][CH:6]=2)=[CH:33][CH:32]=1. The catalyst class is: 140.